From a dataset of Forward reaction prediction with 1.9M reactions from USPTO patents (1976-2016). Predict the product of the given reaction. Given the reactants [NH2:1][C:2]1[C:3]2[N:11]=[C:10]([C:12]3[CH:13]=[C:14]([CH:18]=[CH:19][CH:20]=3)[C:15]([OH:17])=O)[CH:9]=[CH:8][C:4]=2[N:5]=[CH:6][N:7]=1.[NH2:21][C:22]([CH3:26])([CH3:25])[CH2:23][OH:24].CN(C(ON1N=NC2C=CC=NC1=2)=[N+](C)C)C.F[P-](F)(F)(F)(F)F.CCN(C(C)C)C(C)C, predict the reaction product. The product is: [NH2:1][C:2]1[C:3]2[N:11]=[C:10]([C:12]3[CH:13]=[C:14]([CH:18]=[CH:19][CH:20]=3)[C:15]([NH:21][C:22]([CH3:26])([CH3:25])[CH2:23][OH:24])=[O:17])[CH:9]=[CH:8][C:4]=2[N:5]=[CH:6][N:7]=1.